Dataset: Full USPTO retrosynthesis dataset with 1.9M reactions from patents (1976-2016). Task: Predict the reactants needed to synthesize the given product. (1) The reactants are: [NH2:1][C:2]1[O:3][CH2:4][C@@:5]2([N:22]=1)[C:18]1[CH:17]=[C:16](Br)[CH:15]=[C:14]([F:20])[C:13]=1[O:12][C:11]1[C:6]2=[CH:7][C:8](O)=[CH:9][CH:10]=1.[O:23]1[CH2:28][CH:27]=[C:26](B2OC(C)(C)C(C)(C)O2)[CH2:25][CH2:24]1.C([Sn](CCCC)(CCCC)[C:43]1[CH:48]=[N:47][CH:46]=[CH:45][N:44]=1)CCC. Given the product [O:23]1[CH2:28][CH:27]=[C:26]([C:16]2[CH:15]=[C:14]([F:20])[C:13]3[O:12][C:11]4[C:6](=[CH:7][C:8]([C:43]5[CH:48]=[N:47][CH:46]=[CH:45][N:44]=5)=[CH:9][CH:10]=4)[C@@:5]4([CH2:4][O:3][C:2]([NH2:1])=[N:22]4)[C:18]=3[CH:17]=2)[CH2:25][CH2:24]1, predict the reactants needed to synthesize it. (2) The reactants are: C([O:3][C:4](=O)[CH2:5][CH2:6][C:7]([C:10](=[O:12])[NH2:11])([F:9])[F:8])C.C(O)C.[O-]CC.[Na+].Cl. Given the product [F:8][C:7]1([F:9])[CH2:6][CH2:5][C:4](=[O:3])[NH:11][C:10]1=[O:12], predict the reactants needed to synthesize it.